Predict the reactants needed to synthesize the given product. From a dataset of Full USPTO retrosynthesis dataset with 1.9M reactions from patents (1976-2016). (1) Given the product [Cl:1][C:2]1[CH:3]=[C:4]([O:9][CH2:10][C:11]([O:13][CH2:14][CH3:15])=[O:12])[C:5]([C:18]([O:21][CH2:22][CH3:23])=[O:20])=[N:6][CH:7]=1, predict the reactants needed to synthesize it. The reactants are: [Cl:1][C:2]1[CH:3]=[C:4]([O:9][CH2:10][C:11]([O:13][CH2:14][CH3:15])=[O:12])[C:5](I)=[N:6][CH:7]=1.[C]=O.[C:18]([O:21][CH2:22][CH3:23])(=[O:20])C.C(N(CC)CC)C. (2) Given the product [CH3:1][C:2]1[CH:7]=[CH:6][CH:5]=[C:4]([CH3:8])[C:3]=1[C:9]1[NH:21][C:12]2[C:11]([CH:10]=1)=[CH:20][CH:19]=[C:14]([C:15]([O:17][CH3:18])=[O:16])[CH:13]=2, predict the reactants needed to synthesize it. The reactants are: [CH3:1][C:2]1[CH:7]=[CH:6][CH:5]=[C:4]([CH3:8])[C:3]=1[C:9]#[C:10][C:11]1[CH:20]=[CH:19][C:14]([C:15]([O:17][CH3:18])=[O:16])=[CH:13][C:12]=1[NH:21]C(=O)C(F)(F)F.C1(P(C2C=CC=CC=2)C2C=CC=CC=2)C=CC=CC=1.[O-]P([O-])([O-])=O.[K+].[K+].[K+]. (3) Given the product [Cl:1][C:2]1[CH:7]=[C:6]([Cl:8])[CH:5]=[CH:4][C:3]=1[C:9]1([C:12]([N:14]2[CH2:18][CH2:17][C:16](=[O:19])[CH2:15]2)=[O:13])[CH2:11][CH2:10]1, predict the reactants needed to synthesize it. The reactants are: [Cl:1][C:2]1[CH:7]=[C:6]([Cl:8])[CH:5]=[CH:4][C:3]=1[C:9]1([C:12]([N:14]2[CH2:18][CH2:17][CH:16]([OH:19])[CH2:15]2)=[O:13])[CH2:11][CH2:10]1.CC(C)=O. (4) Given the product [NH2:31][C:32]1[CH:37]=[CH:36][CH:35]=[CH:34][C:33]=1[S:38][CH:17]([C:18]1[S:19][CH:20]=[C:21]([Br:23])[CH:22]=1)[C@@H:12]([C:13]([O:15][CH3:16])=[O:14])[NH:11][C:9]([O:8][CH2:1][C:2]1[CH:7]=[CH:6][CH:5]=[CH:4][CH:3]=1)=[O:10], predict the reactants needed to synthesize it. The reactants are: [CH2:1]([O:8][C:9]([NH:11]/[C:12](=[CH:17]\[C:18]1[S:19][CH:20]=[C:21]([Br:23])[CH:22]=1)/[C:13]([O:15][CH3:16])=[O:14])=[O:10])[C:2]1[CH:7]=[CH:6][CH:5]=[CH:4][CH:3]=1.C(N(CC)CC)C.[NH2:31][C:32]1[CH:37]=[CH:36][CH:35]=[CH:34][C:33]=1[SH:38]. (5) Given the product [I:1][C:2]1[CH:11]=[CH:10][C:5]([C:6]([NH:8][NH:9][C:17](=[O:18])[C:16]2[CH:20]=[CH:21][CH:22]=[C:14]([O:13][CH3:12])[CH:15]=2)=[O:7])=[CH:4][CH:3]=1, predict the reactants needed to synthesize it. The reactants are: [I:1][C:2]1[CH:11]=[CH:10][C:5]([C:6]([NH:8][NH2:9])=[O:7])=[CH:4][CH:3]=1.[CH3:12][O:13][C:14]1[CH:15]=[C:16]([CH:20]=[CH:21][CH:22]=1)[C:17](Cl)=[O:18].N1C=CC=CC=1.O. (6) The reactants are: [F:1][C:2]1[CH:3]=[C:4]([CH:7]=[CH:8][C:9]=1F)[CH:5]=[O:6].[Cl:11][C:12]1[CH:19]=[C:18]([OH:20])[CH:17]=[CH:16][C:13]=1[C:14]#[N:15]. Given the product [Cl:11][C:12]1[CH:19]=[C:18]([O:20][C:9]2[CH:8]=[CH:7][C:4]([CH:5]=[O:6])=[CH:3][C:2]=2[F:1])[CH:17]=[CH:16][C:13]=1[C:14]#[N:15], predict the reactants needed to synthesize it.